From a dataset of Forward reaction prediction with 1.9M reactions from USPTO patents (1976-2016). Predict the product of the given reaction. (1) Given the reactants [Br:1][C:2]1[S:3][C:4]2[CH2:10][CH2:9][CH2:8][CH:7]([OH:11])[C:5]=2[CH:6]=1.N1C=CN=C1.[C:17]([Si:21]([CH3:24])([CH3:23])Cl)([CH3:20])([CH3:19])[CH3:18].O, predict the reaction product. The product is: [Br:1][C:2]1[S:3][C:4]2[CH2:10][CH2:9][CH2:8][CH:7]([O:11][Si:21]([C:17]([CH3:20])([CH3:19])[CH3:18])([CH3:24])[CH3:23])[C:5]=2[CH:6]=1. (2) Given the reactants [N:1]1[N:2]=[C:3]([C:10]2[CH:19]=[CH:18][C:17]3[C:12](=[C:13]([N:20]4[CH2:25][CH2:24][CH2:23][C@@H:22]([NH:26]C(=O)OC(C)(C)C)[CH2:21]4)[CH:14]=[CH:15][CH:16]=3)[N:11]=2)[N:4]2[CH:9]=[CH:8][CH:7]=[CH:6][C:5]=12.C(O)(C(F)(F)F)=O.C(Cl)Cl, predict the reaction product. The product is: [N:1]1[N:2]=[C:3]([C:10]2[CH:19]=[CH:18][C:17]3[C:12](=[C:13]([N:20]4[CH2:25][CH2:24][CH2:23][C@@H:22]([NH2:26])[CH2:21]4)[CH:14]=[CH:15][CH:16]=3)[N:11]=2)[N:4]2[CH:9]=[CH:8][CH:7]=[CH:6][C:5]=12. (3) The product is: [CH:47]1[C:48]2[CH:36]([CH2:35][O:34][C:32]([NH:31][C@H:8]([CH2:9][CH2:10][C:11]3[CH:12]=[CH:13][C:14]([C:17]4[CH:22]=[CH:21][C:20]([O:23][CH2:24][CH2:25][CH2:26][CH2:27][CH2:28][CH2:29][CH3:30])=[CH:19][CH:18]=4)=[CH:15][CH:16]=3)[CH2:7][C:6]([OH:49])=[O:5])=[O:33])[C:37]3[C:42](=[CH:41][CH:40]=[CH:39][CH:38]=3)[C:43]=2[CH:44]=[CH:45][CH:46]=1. Given the reactants C([O:5][C:6](=[O:49])[CH2:7][C@H:8]([NH:31][C:32]([O:34][CH2:35][CH:36]1[C:48]2[CH:47]=[CH:46][CH:45]=[CH:44][C:43]=2[C:42]2[C:37]1=[CH:38][CH:39]=[CH:40][CH:41]=2)=[O:33])[CH2:9][CH2:10][C:11]1[CH:16]=[CH:15][C:14]([C:17]2[CH:22]=[CH:21][C:20]([O:23][CH2:24][CH2:25][CH2:26][CH2:27][CH2:28][CH2:29][CH3:30])=[CH:19][CH:18]=2)=[CH:13][CH:12]=1)(C)(C)C.C(O)(C(F)(F)F)=O, predict the reaction product. (4) Given the reactants N[C:2]1[CH:9]=[CH:8][C:7]([Br:10])=[CH:6][C:3]=1[C:4]#[N:5].N(OC(C)(C)C)=O.[I:18]I.[O-]S([O-])=O.[Na+].[Na+], predict the reaction product. The product is: [Br:10][C:7]1[CH:8]=[CH:9][C:2]([I:18])=[C:3]([CH:6]=1)[C:4]#[N:5]. (5) Given the reactants C(O[CH:4](OCC)[CH2:5][N:6]1[C:10]([NH2:11])=[CH:9][C:8]([C:12]2[CH:13]=[N:14][N:15]([CH2:17][C:18]3[CH:23]=[CH:22][C:21]([O:24][CH3:25])=[CH:20][CH:19]=3)[CH:16]=2)=[N:7]1)C, predict the reaction product. The product is: [CH3:25][O:24][C:21]1[CH:22]=[CH:23][C:18]([CH2:17][N:15]2[CH:16]=[C:12]([C:8]3[CH:9]=[C:10]4[NH:11][CH:4]=[CH:5][N:6]4[N:7]=3)[CH:13]=[N:14]2)=[CH:19][CH:20]=1. (6) Given the reactants [OH-].[Na+].C[O:4][C:5](=[O:43])[CH2:6][C@H:7]1[CH2:12][CH2:11][C@H:10]([C:13]2[CH:18]=[CH:17][C:16]([NH:19][C:20](=[O:42])[CH2:21][CH2:22][NH:23][C:24]([C:26]3[N:27]=[C:28]([C:35]4[CH:40]=[CH:39][CH:38]=[CH:37][C:36]=4[F:41])[O:29][C:30]=3[C:31]([F:34])([F:33])[F:32])=[O:25])=[CH:15][CH:14]=2)[CH2:9][CH2:8]1, predict the reaction product. The product is: [F:41][C:36]1[CH:37]=[CH:38][CH:39]=[CH:40][C:35]=1[C:28]1[O:29][C:30]([C:31]([F:34])([F:32])[F:33])=[C:26]([C:24]([NH:23][CH2:22][CH2:21][C:20]([NH:19][C:16]2[CH:15]=[CH:14][C:13]([C@H:10]3[CH2:9][CH2:8][C@H:7]([CH2:6][C:5]([OH:43])=[O:4])[CH2:12][CH2:11]3)=[CH:18][CH:17]=2)=[O:42])=[O:25])[N:27]=1.